From a dataset of NCI-60 drug combinations with 297,098 pairs across 59 cell lines. Regression. Given two drug SMILES strings and cell line genomic features, predict the synergy score measuring deviation from expected non-interaction effect. Drug 1: CN(C)C1=NC(=NC(=N1)N(C)C)N(C)C. Drug 2: CC(C)NC(=O)C1=CC=C(C=C1)CNNC.Cl. Cell line: NCIH23. Synergy scores: CSS=-1.18, Synergy_ZIP=-0.357, Synergy_Bliss=-2.43, Synergy_Loewe=-3.79, Synergy_HSA=-3.71.